This data is from Reaction yield outcomes from USPTO patents with 853,638 reactions. The task is: Predict the reaction yield, written as a fraction of the theoretical maximum amount of product (1.0 means a 100% yield; for example, 0.34 means a 34% yield). (1) The reactants are C([BH3-])#N.[Na+].[NH2:5][C:6]1[CH:11]=[CH:10][CH:9]=[CH:8][C:7]=1[C:12]([OH:19])([CH2:16][CH2:17][CH3:18])[CH2:13][CH2:14][CH3:15].[CH3:20][C:21]([NH:26][C:27](=[O:33])[O:28][C:29]([CH3:32])([CH3:31])[CH3:30])([CH3:25])[CH2:22][CH:23]=O. The catalyst is CO.CC(O)=O.CCOC(C)=O. The product is [OH:19][C:12]([C:7]1[CH:8]=[CH:9][CH:10]=[CH:11][C:6]=1[NH:5][CH2:23][CH2:22][C:21]([NH:26][C:27](=[O:33])[O:28][C:29]([CH3:32])([CH3:31])[CH3:30])([CH3:25])[CH3:20])([CH2:16][CH2:17][CH3:18])[CH2:13][CH2:14][CH3:15]. The yield is 1.00. (2) The reactants are [Br:1][C:2]1[CH:3]=[C:4]2[C:8](=[N:9][CH:10]=1)[NH:7][CH:6]=[CH:5]2.[F:11][C:12]1[C:17]([CH:18]=[O:19])=[CH:16][CH:15]=[CH:14][C:13]=1[NH:20][S:21]([CH2:24][CH2:25][CH3:26])(=[O:23])=[O:22].[OH-].[K+].O. The catalyst is CO. The product is [Br:1][C:2]1[CH:3]=[C:4]2[C:5]([CH:18]([OH:19])[C:17]3[C:12]([F:11])=[C:13]([NH:20][S:21]([CH2:24][CH2:25][CH3:26])(=[O:23])=[O:22])[CH:14]=[CH:15][CH:16]=3)=[CH:6][NH:7][C:8]2=[N:9][CH:10]=1. The yield is 0.450. (3) The reactants are [CH3:1][O:2][C:3](=[O:14])[C:4]1[CH:9]=[C:8](I)[C:7]([CH2:11][CH3:12])=[CH:6][C:5]=1[NH2:13].[CH3:15][N:16]1[C:20]([Sn](CCCC)(CCCC)CCCC)=[CH:19][CH:18]=[N:17]1.O1CCOCC1. The catalyst is C1C=CC(P(C2C=CC=CC=2)[C-]2C=CC=C2)=CC=1.C1C=CC(P(C2C=CC=CC=2)[C-]2C=CC=C2)=CC=1.Cl[Pd]Cl.[Fe+2].CCOC(C)=O. The product is [CH3:1][O:2][C:3](=[O:14])[C:4]1[CH:9]=[C:8]([C:20]2[N:16]([CH3:15])[N:17]=[CH:18][CH:19]=2)[C:7]([CH2:11][CH3:12])=[CH:6][C:5]=1[NH2:13]. The yield is 0.680. (4) The reactants are [CH3:1][C:2]1[C:6]2[CH:7]=[CH:8][CH:9]=[CH:10][C:5]=2[O:4][CH:3]=1.[Li+].CC([N-]C(C)C)C.[CH:19]([N:32]1[CH2:35][C:34](=[O:36])[CH2:33]1)([C:26]1[CH:31]=[CH:30][CH:29]=[CH:28][CH:27]=1)[C:20]1[CH:25]=[CH:24][CH:23]=[CH:22][CH:21]=1. The catalyst is C1COCC1. The product is [CH:19]([N:32]1[CH2:35][C:34]([C:3]2[O:4][C:5]3[CH:10]=[CH:9][CH:8]=[CH:7][C:6]=3[C:2]=2[CH3:1])([OH:36])[CH2:33]1)([C:26]1[CH:31]=[CH:30][CH:29]=[CH:28][CH:27]=1)[C:20]1[CH:21]=[CH:22][CH:23]=[CH:24][CH:25]=1. The yield is 0.310. (5) The reactants are [CH:1]1([C:7]2[C:8]3[CH:9]=[CH:10][C:11]([C:39]([NH2:41])=[O:40])=[CH:12][C:13]=3[N:14]3[CH2:20][C:19]([C:21]([N:23]4[CH2:28][CH2:27][CH:26]([N:29]5[CH2:34][CH2:33][O:32][CH2:31][CH2:30]5)[CH2:25][CH2:24]4)=[O:22])=[CH:18][C:17]4[CH:35]=[CH:36][CH:37]=[CH:38][C:16]=4[C:15]=23)[CH2:6][CH2:5][CH2:4][CH2:3][CH2:2]1.C1(C2C3C=CC(C(O)=O)=CC=3N3C[C:60]([C:62]([N:64]4[CH2:69]CC(N5CCOCC5)C[CH2:65]4)=[O:63])=CC4C=CC=CC=4C=23)CCCCC1.C(N(CC)C(C)C)(C)C.Cl.Cl.NCCC1NC2C=CC=CC=2N=1.Cl.CN(C)CCCN=C=NCC.ON1C2C=CC=CC=2N=N1. The catalyst is C(Cl)Cl. The product is [CH:1]1([C:7]2[C:8]3[CH:9]=[CH:10][C:11]([C:39]([NH:41][CH2:60][C:62]([N:64]([CH3:69])[CH3:65])=[O:63])=[O:40])=[CH:12][C:13]=3[N:14]3[CH2:20][C:19]([C:21]([N:23]4[CH2:28][CH2:27][CH:26]([N:29]5[CH2:34][CH2:33][O:32][CH2:31][CH2:30]5)[CH2:25][CH2:24]4)=[O:22])=[CH:18][C:17]4[CH:35]=[CH:36][CH:37]=[CH:38][C:16]=4[C:15]=23)[CH2:2][CH2:3][CH2:4][CH2:5][CH2:6]1. The yield is 0.340. (6) The product is [N:13]1[CH:14]=[CH:15][CH:16]=[CH:17][C:12]=1[O:8][CH2:7][C:4]1[CH:5]=[CH:6][C:1]([CH2:9][OH:10])=[CH:2][CH:3]=1. The catalyst is CN(C)C=O. The yield is 0.660. The reactants are [C:1]1([CH2:9][OH:10])[CH:6]=[CH:5][C:4]([CH2:7][OH:8])=[CH:3][CH:2]=1.F[C:12]1[CH:17]=[CH:16][CH:15]=[CH:14][N:13]=1.[H-].[Na+].